From a dataset of Full USPTO retrosynthesis dataset with 1.9M reactions from patents (1976-2016). Predict the reactants needed to synthesize the given product. Given the product [CH3:1][O:2][P:3]([C:7](=[N+:38]=[N-:39])[C:8](=[O:10])[CH3:9])(=[O:6])[O:4][CH3:5], predict the reactants needed to synthesize it. The reactants are: [CH3:1][O:2][P:3]([CH2:7][C:8](=[O:10])[CH3:9])(=[O:6])[O:4][CH3:5].C(=O)([O-])[O-].[K+].[K+].C(C1C=CC(S([N:38]=[N+:39]=[N-])(=O)=O)=CC=1)CCCCCCCCCCC.[NH4+].[Cl-].